Dataset: Forward reaction prediction with 1.9M reactions from USPTO patents (1976-2016). Task: Predict the product of the given reaction. (1) Given the reactants [CH2:1]([O:8][C:9]1[CH:17]=[C:16]([O:18][CH2:19][C:20]2[CH:25]=[CH:24][CH:23]=[CH:22][CH:21]=2)[C:15]([C:26]([CH3:28])=[CH2:27])=[CH:14][C:10]=1[C:11](O)=[O:12])[C:2]1[CH:7]=[CH:6][CH:5]=[CH:4][CH:3]=1.C(Cl)CCl.C1C=NC2N(O)N=NC=2C=1.Cl.Cl.[CH2:45]1[C:53]2[C:48](=[CH:49][C:50]([C:54]3([OH:61])[CH2:59][CH2:58][N:57]([CH3:60])[CH2:56][CH2:55]3)=[CH:51][CH:52]=2)[CH2:47][NH:46]1.C(N(CC)CC)C, predict the reaction product. The product is: [CH2:1]([O:8][C:9]1[CH:17]=[C:16]([O:18][CH2:19][C:20]2[CH:21]=[CH:22][CH:23]=[CH:24][CH:25]=2)[C:15]([C:26]([CH3:28])=[CH2:27])=[CH:14][C:10]=1[C:11]([N:46]1[CH2:47][C:48]2[C:53](=[CH:52][CH:51]=[C:50]([C:54]3([OH:61])[CH2:59][CH2:58][N:57]([CH3:60])[CH2:56][CH2:55]3)[CH:49]=2)[CH2:45]1)=[O:12])[C:2]1[CH:3]=[CH:4][CH:5]=[CH:6][CH:7]=1. (2) Given the reactants [CH3:1][N:2]1[CH:6]=[C:5]([C:7]2[N:12]=[CH:11][C:10]([CH2:13][N:14]3[C:19]4[N:20]=[CH:21][CH:22]=[CH:23][C:18]=4[C:17]4=[N:24][NH:25][C:26](=[O:27])[C:16]4=[N:15]3)=[CH:9][CH:8]=2)[CH:4]=[N:3]1.P([O-])([O-])([O-])=O.[K+].[K+].[K+].CN[C@@H]1CCCC[C@H]1NC.I[C:47]1[CH:52]=[CH:51][CH:50]=[C:49]([CH3:53])[C:48]=1[CH3:54].C(=O)(O)[O-].[Na+], predict the reaction product. The product is: [CH3:54][C:48]1[C:49]([CH3:53])=[CH:50][CH:51]=[CH:52][C:47]=1[N:25]1[C:26](=[O:27])[C:16]2=[N:15][N:14]([CH2:13][C:10]3[CH:11]=[N:12][C:7]([C:5]4[CH:4]=[N:3][N:2]([CH3:1])[CH:6]=4)=[CH:8][CH:9]=3)[C:19]3[N:20]=[CH:21][CH:22]=[CH:23][C:18]=3[C:17]2=[N:24]1.